From a dataset of Reaction yield outcomes from USPTO patents with 853,638 reactions. Predict the reaction yield, written as a fraction of the theoretical maximum amount of product (1.0 means a 100% yield; for example, 0.34 means a 34% yield). (1) The reactants are [N+:1]([C:4]1[CH:8]=[C:7]([CH2:9][OH:10])[NH:6][N:5]=1)([O-:3])=[O:2].C([O-])([O-])=O.[Cs+].[Cs+].[CH3:17][CH:18]1[CH2:20][O:19]1. The catalyst is ClCCl. The product is [OH:10][CH2:9][C:7]1[N:6]([CH2:17][CH:18]([OH:19])[CH3:20])[N:5]=[C:4]([N+:1]([O-:3])=[O:2])[CH:8]=1. The yield is 0.500. (2) The reactants are [NH2:1][C:2]1[N:6]([CH2:7][CH2:8][CH2:9][N:10]([CH2:13][CH3:14])[CH2:11][CH3:12])[C:5]([SH:15])=[N:4][C:3]=1[C:16]([NH2:18])=[O:17].C(N(CC)CCCN=C=S)C.[Br:30][C:31]1[CH:36]=[C:35]2[O:37][CH2:38][O:39][C:34]2=[CH:33][C:32]=1Br. The catalyst is CCOCC. The product is [NH2:1][C:2]1[N:6]([CH2:7][CH2:8][CH2:9][N:10]([CH2:13][CH3:14])[CH2:11][CH3:12])[C:5]([S:15][C:32]2[C:31]([Br:30])=[CH:36][C:35]3[O:37][CH2:38][O:39][C:34]=3[CH:33]=2)=[N:4][C:3]=1[C:16]([NH2:18])=[O:17]. The yield is 0.230. (3) The reactants are Cl[C:2]1[N:7]=[CH:6][N:5]=[C:4]([NH:8][CH2:9][CH:10]([C:12]2[CH:17]=[CH:16][CH:15]=[CH:14][C:13]=2[O:18][CH3:19])[CH3:11])[CH:3]=1.[CH3:20][N:21]1[CH2:26][CH2:25][N:24]([C:27]2[CH:32]=[CH:31][C:30](B3OC(C)(C)C(C)(C)O3)=[CH:29][N:28]=2)[CH2:23][CH2:22]1.C1(P(C2CCCCC2)C2C=CC=CC=2C2C(OC)=C(S(O[Na])(=O)=O)C=CC=2OC)CCCCC1.C([O-])([O-])=O.[Na+].[Na+]. The catalyst is CC(O)C.CC([O-])=O.CC([O-])=O.[Pd+2]. The product is [CH3:19][O:18][C:13]1[CH:14]=[CH:15][CH:16]=[CH:17][C:12]=1[CH:10]([CH3:11])[CH2:9][NH:8][C:4]1[CH:3]=[C:2]([C:30]2[CH:29]=[N:28][C:27]([N:24]3[CH2:23][CH2:22][N:21]([CH3:20])[CH2:26][CH2:25]3)=[CH:32][CH:31]=2)[N:7]=[CH:6][N:5]=1. The yield is 0.420. (4) The reactants are [C:1]1([C:44]2[CH:49]=[CH:48][CH:47]=[CH:46][CH:45]=2)[CH:6]=[CH:5][C:4]([C@@:7]2([S:39][CH2:40][CH2:41][CH2:42][CH3:43])[CH2:38][N:10]3[C:11](=[O:37])[C@@H:12]([NH:29][C:30]([O:32][C:33]([CH3:36])([CH3:35])[CH3:34])=[O:31])[CH2:13][CH2:14][CH2:15][CH2:16][CH2:17][CH:18]=[CH:19][C@@H:20]4[CH2:25][C@@:21]4([C:26](O)=[O:27])[NH:22][C:23](=[O:24])[C@@H:9]3[CH2:8]2)=[CH:3][CH:2]=1.C1N=CN(C(N2C=NC=C2)=O)C=1.[CH:62]1([S:65]([NH2:68])(=[O:67])=[O:66])[CH2:64][CH2:63]1.C1CCN2C(=NCCC2)CC1. The catalyst is O1CCCC1. The product is [C:1]1([C:44]2[CH:45]=[CH:46][CH:47]=[CH:48][CH:49]=2)[CH:6]=[CH:5][C:4]([C@@:7]2([S:39][CH2:40][CH2:41][CH2:42][CH3:43])[CH2:38][N:10]3[C:11](=[O:37])[C@@H:12]([NH:29][C:30](=[O:31])[O:32][C:33]([CH3:35])([CH3:34])[CH3:36])[CH2:13][CH2:14][CH2:15][CH2:16][CH2:17][CH:18]=[CH:19][C@@H:20]4[CH2:25][C@@:21]4([C:26](=[O:27])[NH:68][S:65]([CH:62]4[CH2:64][CH2:63]4)(=[O:67])=[O:66])[NH:22][C:23](=[O:24])[C@@H:9]3[CH2:8]2)=[CH:3][CH:2]=1. The yield is 0.638. (5) The reactants are [NH:1]1[CH2:5][CH2:4][CH2:3][CH2:2]1.[CH:6]12[O:12][CH:7]1[CH2:8][CH2:9][CH2:10][CH2:11]2. The catalyst is O. The product is [N:1]1([C@@H:6]2[CH2:11][CH2:10][CH2:9][CH2:8][C@H:7]2[OH:12])[CH2:5][CH2:4][CH2:3][CH2:2]1. The yield is 0.980. (6) The reactants are Cl.[F:2][C:3]1[CH:16]=[CH:15][C:6]([C:7]([CH:9]2[CH2:14][CH2:13][NH:12][CH2:11][CH2:10]2)=[O:8])=[CH:5][CH:4]=1.C(N(CC)CC)C.CN(C1C=CC=CN=1)C.[C:33]([O:37][C:38](O[C:38]([O:37][C:33]([CH3:36])([CH3:35])[CH3:34])=[O:39])=[O:39])([CH3:36])([CH3:35])[CH3:34]. The catalyst is C(#N)C. The product is [C:33]([O:37][C:38]([N:12]1[CH2:13][CH2:14][CH:9]([C:7](=[O:8])[C:6]2[CH:5]=[CH:4][C:3]([F:2])=[CH:16][CH:15]=2)[CH2:10][CH2:11]1)=[O:39])([CH3:36])([CH3:35])[CH3:34]. The yield is 0.990. (7) The reactants are [F:1][C:2]1[C:3]([CH3:10])=[C:4]([CH:7]=[CH:8][CH:9]=1)[CH:5]=O.[CH3:11][O:12][C:13]1[CH:14]=[C:15]([C:19](=[O:21])[CH3:20])[CH:16]=[CH:17][CH:18]=1.[OH-:22].[Na+]. The catalyst is ClCCl.[Br-].C([N+](CCCC)(CCCC)CCCC)CCC. The product is [F:1][C:2]1[C:3]([CH3:10])=[C:4]([CH:5]([CH2:20][C:19]([C:15]2[CH:16]=[CH:17][CH:18]=[C:13]([O:12][CH3:11])[CH:14]=2)=[O:22])[CH2:20][C:19]([C:15]2[CH:16]=[CH:17][CH:18]=[C:13]([O:12][CH3:11])[CH:14]=2)=[O:21])[CH:7]=[CH:8][CH:9]=1. The yield is 0.314.